This data is from Forward reaction prediction with 1.9M reactions from USPTO patents (1976-2016). The task is: Predict the product of the given reaction. Given the reactants [C:1](/[N:3]=[C:4](\OC1C=CC=CC=1)/[N:5]([C:16]1[CH:21]=[CH:20][C:19]([F:22])=[C:18]([F:23])[CH:17]=1)[CH2:6][CH2:7][CH2:8][O:9][CH:10]1[CH2:15][CH2:14][CH2:13][CH2:12][O:11]1)#[N:2].O.[NH2:32][NH2:33].O, predict the reaction product. The product is: [F:23][C:18]1[CH:17]=[C:16]([N:5]([CH2:6][CH2:7][CH2:8][O:9][CH:10]2[CH2:15][CH2:14][CH2:13][CH2:12][O:11]2)[C:4]2[NH:3][C:1]([NH2:2])=[N:33][N:32]=2)[CH:21]=[CH:20][C:19]=1[F:22].